From a dataset of Full USPTO retrosynthesis dataset with 1.9M reactions from patents (1976-2016). Predict the reactants needed to synthesize the given product. (1) Given the product [N+:1]([C:14]1[CH:13]=[C:9]([CH:8]=[C:7]([S:6]([F:19])([F:17])([F:5])([F:18])[F:16])[CH:15]=1)[C:10]([OH:12])=[O:11])([O-:4])=[O:2], predict the reactants needed to synthesize it. The reactants are: [N+:1]([O-:4])(O)=[O:2].[F:5][S:6]([F:19])([F:18])([F:17])([F:16])[C:7]1[CH:8]=[C:9]([CH:13]=[CH:14][CH:15]=1)[C:10]([OH:12])=[O:11]. (2) Given the product [CH2:11]([CH:2]([C:3]([CH3:5])=[O:4])[C:1]([O:7][CH2:8][CH3:9])=[O:6])[CH2:12][CH2:13][CH2:14][CH2:15][CH2:16][CH2:17][CH2:18][CH2:19][CH3:20], predict the reactants needed to synthesize it. The reactants are: [C:1]([O:7][CH2:8][CH3:9])(=[O:6])[CH2:2][C:3]([CH3:5])=[O:4].Br[CH2:11][CH2:12][CH2:13][CH2:14][CH2:15][CH2:16][CH2:17][CH2:18][CH2:19][CH3:20].C(=O)([O-])[O-].[K+].[K+]. (3) Given the product [CH3:4][O:5][C:6]1[C:11]([CH2:12][N:33]2[CH2:34][CH2:35][CH:30](/[CH:29]=[CH:28]/[C:23]3[CH:24]=[CH:25][CH:26]=[CH:27][C:22]=3[O:21][CH2:20][CH:15]3[CH2:14][CH2:19][CH2:18][CH2:17][CH2:16]3)[CH2:31][CH2:32]2)=[CH:10][CH:9]=[CH:8][N:7]=1, predict the reactants needed to synthesize it. The reactants are: C(#N)C.[CH3:4][O:5][C:6]1[C:11]([CH2:12]Cl)=[CH:10][CH:9]=[CH:8][N:7]=1.[CH2:14]1[CH2:19][CH2:18][CH2:17][CH2:16][CH:15]1[CH2:20][O:21][C:22]1[CH:27]=[CH:26][CH:25]=[CH:24][C:23]=1/[CH:28]=[CH:29]/[CH:30]1[CH2:35][CH2:34][NH:33][CH2:32][CH2:31]1.C(=O)([O-])[O-].[K+].[K+].